The task is: Predict the reactants needed to synthesize the given product.. This data is from Full USPTO retrosynthesis dataset with 1.9M reactions from patents (1976-2016). (1) Given the product [F:17][C:16]([F:19])([F:18])[C:12]1[CH:13]=[C:14]2[S:15][C:7]([CH2:6][N:23]3[CH2:22][CH2:21][N:20]([C:26]4[CH:33]=[CH:32][CH:31]=[CH:30][C:27]=4[C:28]#[N:29])[CH2:25][CH2:24]3)=[CH:8][C:9]2=[N:10][CH:11]=1, predict the reactants needed to synthesize it. The reactants are: CS(O[CH2:6][C:7]1[S:15][C:14]2[C:9](=[N:10][CH:11]=[C:12]([C:16]([F:19])([F:18])[F:17])[CH:13]=2)[CH:8]=1)(=O)=O.[N:20]1([C:26]2[CH:33]=[CH:32][CH:31]=[CH:30][C:27]=2[C:28]#[N:29])[CH2:25][CH2:24][NH:23][CH2:22][CH2:21]1. (2) Given the product [F:1][C:2]1[CH:7]=[CH:6][CH:5]=[CH:4][C:3]=1[N:8]1[C:12]([C:13]2[CH:14]=[CH:15][N:16]=[CH:17][CH:18]=2)=[C:11]([C:19]2[O:21][N:27]=[C:26]([C:28]3[CH:29]=[C:30]4[C:34](=[CH:35][CH:36]=3)[NH:33][CH:32]=[CH:31]4)[N:25]=2)[N:10]=[N:9]1, predict the reactants needed to synthesize it. The reactants are: [F:1][C:2]1[CH:7]=[CH:6][CH:5]=[CH:4][C:3]=1[N:8]1[C:12]([C:13]2[CH:18]=[CH:17][N:16]=[CH:15][CH:14]=2)=[C:11]([C:19]([O:21]CC)=O)[N:10]=[N:9]1.O[N:25]=[C:26]([C:28]1[CH:29]=[C:30]2[C:34](=[CH:35][CH:36]=1)[NH:33][CH:32]=[CH:31]2)[NH2:27].